From a dataset of Experimentally validated miRNA-target interactions with 360,000+ pairs, plus equal number of negative samples. Binary Classification. Given a miRNA mature sequence and a target amino acid sequence, predict their likelihood of interaction. (1) The miRNA is hsa-miR-1298-3p with sequence CAUCUGGGCAACUGACUGAAC. The protein sequence of the target gene is MDPSDFPSPFDPLTLPEKPLAGDLPVDMEFGEDLLESQTAPSRGWAPPGPSPSSGALDLLDTPSGLEKDPGGVLDGATELLGLGGLLYKAPSPPEVDHGPEGTLAWDSGEQTLEPGPGCQTPEVMPPDPGAGASPPSPEGLLEPLAPDSPIILESPHIEEEIPPLATRRRGSPGQEEEHTQGQPQSPNAPPSPSVGETLGDGINSSQSKPGVCTPTAHPSLPGDGLTGKEIEKPPERVQKRSERVRRAEPPKPEVVDSTESIPVSDEDSDAMVDDPNDEDFVPFRPRRSPRMSLRSSMAQ.... Result: 0 (no interaction). (2) The miRNA is mmu-miR-3074-2-3p with sequence UGUUUCAGCUCAGUAGGCAC. The protein sequence of the target gene is MSGPSDETAGDLPVKDTGLNLFGVGGLQETSTARTVKTRQAVSRVSREELEDRFLRLHDENILLKQHARKQEDKIKRMATKLIRLVNDKKRYERVGGGPKRLGRDVEMEEMIEQLQEKVHELERQNEVLKNRLISAKQQLQVQGHRQTSYSRVQARVNTGRRRASASAGSQECPGKGLRFQNVDEAETVQPTLTKYSNSLLEEARGEIRNLENVIQSQRGQIEELEHLAEILKTQLKRKENEIELSLLQLREQQATDQRSNIRDNVETIKLHKQLVEKSNALSVIEGKFIQLQEKQRTLR.... Result: 0 (no interaction). (3) The miRNA is mmu-miR-466l-5p with sequence UUGUGUGUACAUGUACAUGUAU. The protein sequence of the target gene is MGNASFGSKEQKLLKRLRLLPALLILRAFKPHRKIRDYRVVVVGTAGVGKSTLLHKWASGNFRHEYLPTIENTYCQLLGCSHGVLSLHITDSKSGDGNRALQRHVIARGHAFVLVYSVTKKETLEELKAFYELICKIKGNNLHKFPIVLVGNKSDDTHREVALNDGATCAMEWNCAFMEISAKTDVNVQELFHMLLNYKKKPTTGLQEPEKKSQMPNTTEKLLDKCIIM. Result: 0 (no interaction). (4) The miRNA is hsa-miR-6822-3p with sequence AGGCUCUAACUGGCUUUCCCUGCA. The protein sequence of the target gene is MSETAPAETATPAPVEKSPAKKKATKKAAGAGAAKRKATGPPVSELITKAVAASKERNGLSLAALKKALAAGGYDVEKNNSRIKLGLKSLVSKGTLVQTKGTGASGSFKLNKKAASGEAKPKAKKAGAAKAKKPAGATPKKAKKAAGAKKAVKKTPKKAKKPAAAGVKKVAKSPKKAKAAAKPKKATKSPAKPKAVKPKAAKPKAAKPKAAKPKAAKAKKAAAKKK. Result: 1 (interaction). (5) The miRNA is rno-miR-450a-5p with sequence UUUUGCGAUGUGUUCCUAAUGU. The protein sequence of the target gene is MLTLTRCHHLKQIAQECLSSLLVKVQSRTQLLLPRASARAESGKSWHSTHSLVGDKNIVLMGPPGSGKTTVGRILGDKLGCCVIDVDSDVLEKAWNMSASEKLQDVGNERFLEEEGKTVLNLSASGSVISLSGSNPMHDASMWHLKKNGIVVYLDVPLTDIISRLKSMRIDRIVGQNTGASLRDSLKHVRLYYKKWYDARVFCESGASAEEVADKVLDVVKRYQDVDSETFISTRHVCLKDHDKKFPPKYFSEAVVEGLASDGGLFVPEKEFPKLSPGEWNNLIGATYIERAQVLLERCI.... Result: 0 (no interaction). (6) The miRNA is mmu-miR-1894-3p with sequence GCAAGGGAGAGGGUGAAGGGAG. The protein sequence of the target gene is MDMFPLTWVFLALYFSGHEVRSQQDPPCGGRLNSKDAGYITSPGYPQDYPSHQNCEWIVYAPEPNQKIVLNFNPHFEIEKHDCKYDFIEIRDGDSESADLLGKHCGNIAPPTIISSGSVLYIKFTSDYARQGAGFSLRYEIFKTGSEDCSKNFTSPNGTIESPGFPEKYPHNLDCTFTILAKPRMEIILQFLTFDLEHDPLQVGEGDCKYDWLDIWDGIPHVGPLIGKYCGTKTPSKLRSSTGILSLTFHTDMAVAKDGFSARYYLIHQEPPENFQCNVPLGMESGRIANEQISASSTFS.... Result: 1 (interaction).